From a dataset of Catalyst prediction with 721,799 reactions and 888 catalyst types from USPTO. Predict which catalyst facilitates the given reaction. (1) Reactant: [Cl:1][C:2]1[CH:3]=[C:4]([S:9](Cl)(=[O:11])=[O:10])[CH:5]=[N:6][C:7]=1[Cl:8].Cl.[NH2:14][C@@H:15]1[CH2:19][CH2:18][N:17]([CH3:20])[C:16]1=[O:21].CCN(C(C)C)C(C)C. Product: [Cl:1][C:2]1[CH:3]=[C:4]([S:9]([NH:14][C@@H:15]2[CH2:19][CH2:18][N:17]([CH3:20])[C:16]2=[O:21])(=[O:11])=[O:10])[CH:5]=[N:6][C:7]=1[Cl:8]. The catalyst class is: 91. (2) Reactant: [CH2:1]([N:5]([CH2:37][CH2:38][CH2:39][CH3:40])[C:6]([C:8]1[CH:12]=[C:11]([CH3:13])[N:10]([C:14]2[CH:19]=[CH:18][C:17]([N+:20]([O-:22])=[O:21])=[CH:16][C:15]=2[C:23]([N:25]2[C@H:34]([CH2:35][OH:36])[CH2:33][C:32]3[C:27](=[CH:28][CH:29]=[CH:30][CH:31]=3)[CH2:26]2)=[O:24])[N:9]=1)=[O:7])[CH2:2][CH2:3][CH3:4].[Si:41](Cl)([C:44]([CH3:47])([CH3:46])[CH3:45])([CH3:43])[CH3:42].N1C=CN=C1. Product: [CH2:37]([N:5]([CH2:1][CH2:2][CH2:3][CH3:4])[C:6]([C:8]1[CH:12]=[C:11]([CH3:13])[N:10]([C:14]2[CH:19]=[CH:18][C:17]([N+:20]([O-:22])=[O:21])=[CH:16][C:15]=2[C:23]([N:25]2[C@H:34]([CH2:35][O:36][Si:41]([C:44]([CH3:47])([CH3:46])[CH3:45])([CH3:43])[CH3:42])[CH2:33][C:32]3[C:27](=[CH:28][CH:29]=[CH:30][CH:31]=3)[CH2:26]2)=[O:24])[N:9]=1)=[O:7])[CH2:38][CH2:39][CH3:40]. The catalyst class is: 34. (3) Reactant: [N:1]1[C:10]2[C:5](=[CH:6][CH:7]=[CH:8][C:9]=2[C:11]([OH:13])=O)[CH:4]=[CH:3][CH:2]=1.[NH:14]1[C:18]2[CH:19]=[CH:20][CH:21]=[CH:22][C:17]=2[N:16]=[C:15]1[C:23]1[C:27]([NH2:28])=[CH:26][NH:25][N:24]=1.C(Cl)CCl.C1C=CC2N(O)N=NC=2C=1. Product: [NH:16]1[C:17]2[CH:22]=[CH:21][CH:20]=[CH:19][C:18]=2[N:14]=[C:15]1[C:23]1[C:27]([NH:28][C:11]([C:9]2[CH:8]=[CH:7][CH:6]=[C:5]3[C:10]=2[N:1]=[CH:2][CH:3]=[CH:4]3)=[O:13])=[CH:26][NH:25][N:24]=1. The catalyst class is: 3.